Predict the reaction yield, written as a fraction of the theoretical maximum amount of product (1.0 means a 100% yield; for example, 0.34 means a 34% yield). From a dataset of Reaction yield outcomes from USPTO patents with 853,638 reactions. (1) The reactants are [NH2:1][C:2]1[S:3][CH:4]=[C:5]([C:7]2[C:8]([F:28])=[C:9]([N:13]([CH2:25][O:26][CH3:27])[S:14]([C:17]3[CH:22]=[C:21]([F:23])[CH:20]=[CH:19][C:18]=3[F:24])(=[O:16])=[O:15])[CH:10]=[CH:11][CH:12]=2)[N:6]=1.[Br:29]N1C(=O)CCC1=O. The catalyst is C(Cl)Cl. The product is [NH2:1][C:2]1[S:3][C:4]([Br:29])=[C:5]([C:7]2[C:8]([F:28])=[C:9]([N:13]([CH2:25][O:26][CH3:27])[S:14]([C:17]3[CH:22]=[C:21]([F:23])[CH:20]=[CH:19][C:18]=3[F:24])(=[O:16])=[O:15])[CH:10]=[CH:11][CH:12]=2)[N:6]=1. The yield is 0.930. (2) The reactants are [Br:1][C:2]1[CH:7]=[CH:6][C:5]([CH2:8][NH2:9])=[CH:4][CH:3]=1.[CH3:10][S:11](Cl)(=[O:13])=[O:12]. The catalyst is N1C=CC=CC=1.ClCCl. The product is [Br:1][C:2]1[CH:7]=[CH:6][C:5]([CH2:8][NH:9][S:11]([CH3:10])(=[O:13])=[O:12])=[CH:4][CH:3]=1. The yield is 0.950. (3) The reactants are FC1C=CC(NC(=O)NC2C=CC(C3C=C4C(=CC=3)C(=O)N([C@@H](C(C)C)C(O)=O)C4)=CC=2)=CC=1.[C:35]([C:37]1[CH:42]=[CH:41][C:40]([NH:43][C:44](=[O:70])[NH:45][C:46]2[CH:51]=[CH:50][C:49]([C:52]3[CH:53]=[C:54]4[C:58](=[CH:59][CH:60]=3)[C:57](=[O:61])[N:56]([C@@H:62]([CH:67]([CH3:69])[CH3:68])[C:63]([O:65]C)=[O:64])[CH2:55]4)=[CH:48][CH:47]=2)=[CH:39][CH:38]=1)#[N:36]. No catalyst specified. The product is [C:35]([C:37]1[CH:42]=[CH:41][C:40]([NH:43][C:44](=[O:70])[NH:45][C:46]2[CH:47]=[CH:48][C:49]([C:52]3[CH:53]=[C:54]4[C:58](=[CH:59][CH:60]=3)[C:57](=[O:61])[N:56]([C@@H:62]([CH:67]([CH3:68])[CH3:69])[C:63]([OH:65])=[O:64])[CH2:55]4)=[CH:50][CH:51]=2)=[CH:39][CH:38]=1)#[N:36]. The yield is 0.760. (4) The reactants are COC1C=C(OC)C=CC=1C[NH:6][C:7]1[C:16]2[C:11](=[CH:12][CH:13]=[CH:14][CH:15]=2)[C:10]([C:17]#[N:18])=[N:9][CH:8]=1.FC(F)(F)C(O)=O. No catalyst specified. The product is [NH2:6][C:7]1[C:16]2[C:11](=[CH:12][CH:13]=[CH:14][CH:15]=2)[C:10]([C:17]#[N:18])=[N:9][CH:8]=1. The yield is 0.920. (5) The yield is 0.873. The product is [NH2:11][CH2:12][CH2:13][C:14]([NH:16][CH2:17][CH2:18][S:19]([OH:22])(=[O:20])=[O:21])=[O:15]. The catalyst is CC(O)=O. The reactants are C([NH:11][CH2:12][CH2:13][C:14]([NH:16][CH2:17][CH2:18][S:19]([OH:22])(=[O:21])=[O:20])=[O:15])(OCC1C=CC=CC=1)=O.Br. (6) The reactants are [Cl:1][C:2]1[N:7]=[C:6]([CH2:8][C:9]([C:12]2[CH:17]=[CH:16][C:15]([F:18])=[CH:14][CH:13]=2)=[N:10]O)[CH:5]=[CH:4][CH:3]=1.FC(F)(F)C(OC(=O)C(F)(F)F)=O.C(N(CC)CC)C. The catalyst is COCCOC.[Fe](Cl)Cl. The product is [Cl:1][C:2]1[N:7]2[N:10]=[C:9]([C:12]3[CH:17]=[CH:16][C:15]([F:18])=[CH:14][CH:13]=3)[CH:8]=[C:6]2[CH:5]=[CH:4][CH:3]=1. The yield is 0.680. (7) The yield is 0.520. The product is [Br:1][C:2]1[N:3]=[CH:4][N:5]([CH2:15][O:16][CH2:17][CH2:18][Si:19]([CH3:22])([CH3:21])[CH3:20])[C:6]=1[C:7]([O:9][CH2:10][CH3:11])=[O:8]. The reactants are [Br:1][C:2]1[N:3]=[CH:4][NH:5][C:6]=1[C:7]([O:9][CH2:10][CH3:11])=[O:8].[H-].[Na+].Cl[CH2:15][O:16][CH2:17][CH2:18][Si:19]([CH3:22])([CH3:21])[CH3:20]. The catalyst is CN(C)C=O.C(OCC)(=O)C.